Predict which catalyst facilitates the given reaction. From a dataset of Catalyst prediction with 721,799 reactions and 888 catalyst types from USPTO. (1) Reactant: C([O:8][C:9]1[C:14]([C:15]2[CH:16]=[N:17][CH:18]=[CH:19][CH:20]=2)=[CH:13][CH:12]=[CH:11][C:10]=1[C:21]1[CH:22]=[N:23][CH:24]=[CH:25][CH:26]=1)C1C=CC=CC=1. Product: [N:17]1[CH:18]=[CH:19][CH:20]=[C:15]([C:14]2[CH:13]=[CH:12][CH:11]=[C:10]([C:21]3[CH:22]=[N:23][CH:24]=[CH:25][CH:26]=3)[C:9]=2[OH:8])[CH:16]=1. The catalyst class is: 5. (2) Reactant: Cl[C:2]1[N:7]=[C:6]([NH:8][CH:9]2[C:13]3([CH2:17][CH2:16][CH2:15][CH2:14]3)[CH2:12][N:11]([C:18]([O:20][C:21]([CH3:24])([CH3:23])[CH3:22])=[O:19])[CH2:10]2)[C:5]([Cl:25])=[CH:4][N:3]=1.Cl.[CH3:27][N:28]1[CH:32]=[C:31]([NH2:33])[CH:30]=[N:29]1.CCN(C(C)C)C(C)C. Product: [Cl:25][C:5]1[C:6]([NH:8][CH:9]2[C:13]3([CH2:17][CH2:16][CH2:15][CH2:14]3)[CH2:12][N:11]([C:18]([O:20][C:21]([CH3:24])([CH3:23])[CH3:22])=[O:19])[CH2:10]2)=[N:7][C:2]([NH:33][C:31]2[CH:30]=[N:29][N:28]([CH3:27])[CH:32]=2)=[N:3][CH:4]=1. The catalyst class is: 114.